This data is from Full USPTO retrosynthesis dataset with 1.9M reactions from patents (1976-2016). The task is: Predict the reactants needed to synthesize the given product. (1) Given the product [IH:14].[CH3:13][N:4]1[C:5]([CH3:11])([CH3:10])[CH2:6][C:7](=[O:9])[CH2:8][C:3]1([CH3:12])[CH3:2], predict the reactants needed to synthesize it. The reactants are: O.[CH3:2][C:3]1([CH3:12])[CH2:8][C:7](=[O:9])[CH2:6][C:5]([CH3:11])([CH3:10])[NH:4]1.[CH3:13][I:14]. (2) Given the product [CH2:1]([O:3][C:4]([C:6]1[S:7][C:8]2[CH2:9][CH2:10][O:11][C:12]3[CH:19]=[CH:18][C:17]([C:21]#[N:25])=[CH:16][C:13]=3[C:14]=2[N:15]=1)=[O:5])[CH3:2], predict the reactants needed to synthesize it. The reactants are: [CH2:1]([O:3][C:4]([C:6]1[S:7][C:8]2[CH2:9][CH2:10][O:11][C:12]3[CH:19]=[CH:18][C:17](Br)=[CH:16][C:13]=3[C:14]=2[N:15]=1)=[O:5])[CH3:2].[CH2:21]([N:25]1C=CN=C1)CCC. (3) Given the product [Cl:18][C:19]1[CH:25]=[CH:24][C:22]([NH:23][CH2:2][C:3]([C:5]2[CH:10]=[C:9]([N+:11]([O-:13])=[O:12])[C:8]([OH:14])=[C:7]([OH:15])[CH:6]=2)=[O:4])=[CH:21][CH:20]=1, predict the reactants needed to synthesize it. The reactants are: Cl[CH2:2][C:3]([C:5]1[CH:10]=[C:9]([N+:11]([O-:13])=[O:12])[C:8]([OH:14])=[C:7]([OH:15])[CH:6]=1)=[O:4].[I-].[K+].[Cl:18][C:19]1[CH:25]=[CH:24][C:22]([NH2:23])=[CH:21][CH:20]=1.